This data is from Reaction yield outcomes from USPTO patents with 853,638 reactions. The task is: Predict the reaction yield, written as a fraction of the theoretical maximum amount of product (1.0 means a 100% yield; for example, 0.34 means a 34% yield). The reactants are [NH2:1][C:2]1[CH:7]=[CH:6][C:5]([C:8]2[N:13]=[C:12]([N:14]3[CH2:19][CH2:18][O:17][CH2:16][CH2:15]3)[N:11]=[C:10]([C:20]3[CH:25]=[CH:24][C:23]([NH:26][C:27]([NH:29][CH3:30])=[O:28])=[CH:22][CH:21]=3)[N:9]=2)=[CH:4][CH:3]=1.[N:31]1[CH:36]=[CH:35][C:34]([NH:37][C:38](=[O:46])OC2C=CC=CC=2)=[CH:33][CH:32]=1. No catalyst specified. The product is [CH3:30][NH:29][C:27]([NH:26][C:23]1[CH:22]=[CH:21][C:20]([C:10]2[N:11]=[C:12]([N:14]3[CH2:15][CH2:16][O:17][CH2:18][CH2:19]3)[N:13]=[C:8]([C:5]3[CH:4]=[CH:3][C:2]([NH:1][C:38](=[O:46])[NH:37][C:34]4[CH:33]=[CH:32][N:31]=[CH:36][CH:35]=4)=[CH:7][CH:6]=3)[N:9]=2)=[CH:25][CH:24]=1)=[O:28]. The yield is 0.0390.